From a dataset of Reaction yield outcomes from USPTO patents with 853,638 reactions. Predict the reaction yield, written as a fraction of the theoretical maximum amount of product (1.0 means a 100% yield; for example, 0.34 means a 34% yield). The reactants are [OH:1][C:2]1[CH:7]=[C:6]([CH3:8])[C:5]([C:9]2[N:10]=[C:11]([NH:14][C:15](=[O:22])[C:16]3[CH:21]=[CH:20][N:19]=[CH:18][CH:17]=3)[S:12][CH:13]=2)=[C:4]([CH3:23])[CH:3]=1.C(=O)([O-])[O-].[Cs+].[Cs+].Br[C:31]1[CH:32]=[CH:33][C:34]([N+:37]([O-:39])=[O:38])=[N:35][CH:36]=1. The catalyst is CN(C=O)C. The product is [CH3:8][C:6]1[CH:7]=[C:2]([O:1][C:31]2[CH:36]=[N:35][C:34]([N+:37]([O-:39])=[O:38])=[CH:33][CH:32]=2)[CH:3]=[C:4]([CH3:23])[C:5]=1[C:9]1[N:10]=[C:11]([NH:14][C:15](=[O:22])[C:16]2[CH:21]=[CH:20][N:19]=[CH:18][CH:17]=2)[S:12][CH:13]=1. The yield is 0.670.